Dataset: NCI-60 drug combinations with 297,098 pairs across 59 cell lines. Task: Regression. Given two drug SMILES strings and cell line genomic features, predict the synergy score measuring deviation from expected non-interaction effect. Drug 1: C1=C(C(=O)NC(=O)N1)F. Drug 2: C1CC(=O)NC(=O)C1N2C(=O)C3=CC=CC=C3C2=O. Cell line: UACC-257. Synergy scores: CSS=14.3, Synergy_ZIP=-2.98, Synergy_Bliss=1.62, Synergy_Loewe=0.977, Synergy_HSA=1.94.